Dataset: Peptide-MHC class I binding affinity with 185,985 pairs from IEDB/IMGT. Task: Regression. Given a peptide amino acid sequence and an MHC pseudo amino acid sequence, predict their binding affinity value. This is MHC class I binding data. The peptide sequence is TDFQSHQLW. The MHC is HLA-B44:02 with pseudo-sequence HLA-B44:02. The binding affinity (normalized) is 0.666.